This data is from Full USPTO retrosynthesis dataset with 1.9M reactions from patents (1976-2016). The task is: Predict the reactants needed to synthesize the given product. (1) The reactants are: FC1C([O:8][C:9]([C:11]2[C:19]3[N:18]=[C:17]([CH2:20][N:21]([CH3:32])[CH:22]4[C:31]5[N:30]=[CH:29][CH:28]=[CH:27][C:26]=5[CH2:25][CH2:24][CH2:23]4)[NH:16][C:15]=3[CH:14]=[CH:13][CH:12]=2)=O)=C(F)C(F)=C(F)C=1F.[CH3:37][N:38]1[CH2:43][CH2:42][N:41]([CH2:44][CH2:45][CH2:46][NH2:47])[CH2:40][CH2:39]1. Given the product [CH3:37][N:38]1[CH2:43][CH2:42][N:41]([CH2:44][CH2:45][CH2:46][NH:47][C:9]([C:11]2[C:19]3[N:18]=[C:17]([CH2:20][N:21]([CH3:32])[CH:22]4[C:31]5[N:30]=[CH:29][CH:28]=[CH:27][C:26]=5[CH2:25][CH2:24][CH2:23]4)[NH:16][C:15]=3[CH:14]=[CH:13][CH:12]=2)=[O:8])[CH2:40][CH2:39]1, predict the reactants needed to synthesize it. (2) Given the product [CH2:18]([C:10]1([CH3:17])[CH:11]([OH:16])[CH:12]([CH2:14][CH3:15])[CH2:13][NH:8][CH2:9]1)[CH3:19], predict the reactants needed to synthesize it. The reactants are: C([N:8]1[CH2:13][CH:12]([CH2:14][CH3:15])[CH:11]([OH:16])[C:10]([CH2:18][CH3:19])([CH3:17])[CH2:9]1)C1C=CC=CC=1. (3) Given the product [CH:10]([N:8]1[CH2:9][CH:6]([F:23])[CH2:7]1)([C:17]1[CH:22]=[CH:21][CH:20]=[CH:19][CH:18]=1)[C:11]1[CH:16]=[CH:15][CH:14]=[CH:13][CH:12]=1, predict the reactants needed to synthesize it. The reactants are: CS(O[CH:6]1[CH2:9][N:8]([CH:10]([C:17]2[CH:22]=[CH:21][CH:20]=[CH:19][CH:18]=2)[C:11]2[CH:16]=[CH:15][CH:14]=[CH:13][CH:12]=2)[CH2:7]1)(=O)=O.[F-:23].C([N+](CCCC)(CCCC)CCCC)CCC. (4) Given the product [OH:65][C@@H:64]([CH2:29][NH:28][CH2:27][CH2:26][C:25]1[CH:24]=[CH:23][C:22]([NH:21][CH:18]2[CH2:19][CH2:20][N:15]([C:12]3[S:13][CH:14]=[C:10]([C:4]4[CH:5]=[CH:6][CH:7]=[CH:8][CH:9]=4)[N:11]=3)[CH2:16][CH2:17]2)=[CH:37][CH:36]=1)[CH2:63][O:62][C:59]1[CH:60]=[CH:61][C:56]([OH:55])=[CH:57][CH:58]=1, predict the reactants needed to synthesize it. The reactants are: C(O)=O.[C:4]1([C:10]2[N:11]=[C:12]([N:15]3[CH2:20][CH2:19][CH:18]([NH:21][C:22]4[CH:37]=[CH:36][C:25]([CH2:26][CH2:27][NH:28][C:29](=O)OC(C)(C)C)=[CH:24][CH:23]=4)[CH2:17][CH2:16]3)[S:13][CH:14]=2)[CH:9]=[CH:8][CH:7]=[CH:6][CH:5]=1.C([Si]([O:55][C:56]1[CH:61]=[CH:60][C:59]([O:62][CH2:63][CH:64]2C[O:65]2)=[CH:58][CH:57]=1)(C1C=CC=CC=1)C1C=CC=CC=1)(C)(C)C. (5) Given the product [C:24]([C:23]1[C:10]([CH:9]([C:4]2[CH:5]=[CH:6][C:7]([Cl:8])=[C:2]([Cl:1])[CH:3]=2)[CH2:13][CH:14]=[CH2:15])=[C:37]([C:38]([O:40][CH2:41][CH3:42])=[O:39])[S:26][C:22]=1[N:16]1[CH2:21][CH2:20][O:19][CH2:18][CH2:17]1)#[N:25], predict the reactants needed to synthesize it. The reactants are: [Cl:1][C:2]1[CH:3]=[C:4]([CH:9]([CH2:13][CH:14]=[CH2:15])[C:10](Cl)=O)[CH:5]=[CH:6][C:7]=1[Cl:8].[N:16]1([C:22](=[S:26])[CH2:23][C:24]#[N:25])[CH2:21][CH2:20][O:19][CH2:18][CH2:17]1.C(N(CC)C(C)C)(C)C.I[CH2:37][C:38]([O:40][CH2:41][CH3:42])=[O:39]. (6) Given the product [CH2:1]([O:8][C:9]([N:11]1[CH2:16][C@H:15]([O:17][CH2:18][C:19]2[CH:20]=[CH:21][C:22]3[O:27][CH2:26][CH2:25][N:24]([CH2:28][CH2:29][CH2:30][O:31][CH3:32])[C:23]=3[CH:33]=2)[C@@H:14]([C:34]2[CH:39]=[CH:38][C:37]([O:40][CH3:41])=[CH:36][CH:35]=2)[CH2:13][C@H:12]1[CH2:42][C:43](=[O:44])[N:56]([CH2:55][C:48]1[C:49]2[C:54](=[CH:53][CH:52]=[CH:51][CH:50]=2)[NH:46][CH:47]=1)[CH3:57])=[O:10])[C:2]1[CH:3]=[CH:4][CH:5]=[CH:6][CH:7]=1, predict the reactants needed to synthesize it. The reactants are: [CH2:1]([O:8][C:9]([N:11]1[CH2:16][C@H:15]([O:17][CH2:18][C:19]2[CH:20]=[CH:21][C:22]3[O:27][CH2:26][CH2:25][N:24]([CH2:28][CH2:29][CH2:30][O:31][CH3:32])[C:23]=3[CH:33]=2)[C@@H:14]([C:34]2[CH:39]=[CH:38][C:37]([O:40][CH3:41])=[CH:36][CH:35]=2)[CH2:13][C@H:12]1[CH2:42][C:43](O)=[O:44])=[O:10])[C:2]1[CH:7]=[CH:6][CH:5]=[CH:4][CH:3]=1.[NH:46]1[C:54]2[C:49](=[CH:50][CH:51]=[CH:52][CH:53]=2)[C:48]([CH2:55][NH:56][CH3:57])=[CH:47]1.